Dataset: Full USPTO retrosynthesis dataset with 1.9M reactions from patents (1976-2016). Task: Predict the reactants needed to synthesize the given product. (1) The reactants are: Cl[Sn]Cl.[N+:4]([C:7]1[C:8]([NH2:16])=[N:9][CH:10]=[C:11]([CH:15]=1)[C:12]([OH:14])=[O:13])([O-])=O.N.C(O)(=O)C. Given the product [NH2:4][C:7]1[C:8]([NH2:16])=[N:9][CH:10]=[C:11]([CH:15]=1)[C:12]([OH:14])=[O:13], predict the reactants needed to synthesize it. (2) Given the product [F:23][C:19]1[CH:18]=[C:17]([N:16]2[C:35](=[O:36])[C:28]3[C@@H:29]4[C:32]([CH3:34])([CH3:33])[C@@:26]([CH3:25])([CH2:31][CH2:30]4)[C:13]=3[N:15]2[CH3:24])[CH:22]=[CH:21][CH:20]=1, predict the reactants needed to synthesize it. The reactants are: C(N(CC)CC)C.C(O[C:13]([N:15]([CH3:24])[NH:16][C:17]1[CH:22]=[CH:21][CH:20]=[C:19]([F:23])[CH:18]=1)=O)(C)(C)C.[CH3:25][C@:26]12[C:32]([CH3:34])([CH3:33])[C@H:29]([CH2:30][CH2:31]1)[CH:28]([C:35](Cl)=[O:36])C2=O.Cl.O1CCOCC1.